This data is from Forward reaction prediction with 1.9M reactions from USPTO patents (1976-2016). The task is: Predict the product of the given reaction. (1) Given the reactants C([Li])CCC.[C:6]([C:8]1[CH:19]=[CH:18][C:11]([CH2:12][N:13]2[CH2:17][CH2:16][CH2:15][CH2:14]2)=[CH:10][CH:9]=1)#[CH:7].[C:20](=[O:22])=[O:21].Cl, predict the reaction product. The product is: [N:13]1([CH2:12][C:11]2[CH:18]=[CH:19][C:8]([C:6]#[C:7][C:20]([OH:22])=[O:21])=[CH:9][CH:10]=2)[CH2:17][CH2:16][CH2:15][CH2:14]1. (2) Given the reactants [NH2:1][C:2]1[C:11]2[N:12]=[C:13]([CH2:34][O:35][CH2:36][CH3:37])[N:14]([CH2:15][CH2:16][CH2:17][NH:18][CH2:19][C:20]3[CH:21]=[C:22]([CH:31]=[CH:32][CH:33]=3)[O:23][CH2:24][C:25]([O:27][CH:28]([CH3:30])[CH3:29])=[O:26])[C:10]=2[C:9]2[CH:8]=[CH:7][CH:6]=[CH:5][C:4]=2[N:3]=1.[Cl:38][CH2:39][C:40](Cl)=[O:41], predict the reaction product. The product is: [NH2:1][C:2]1[C:11]2[N:12]=[C:13]([CH2:34][O:35][CH2:36][CH3:37])[N:14]([CH2:15][CH2:16][CH2:17][N:18]([CH2:19][C:20]3[CH:21]=[C:22]([CH:31]=[CH:32][CH:33]=3)[O:23][CH2:24][C:25]([O:27][CH:28]([CH3:30])[CH3:29])=[O:26])[C:40](=[O:41])[CH2:39][Cl:38])[C:10]=2[C:9]2[CH:8]=[CH:7][CH:6]=[CH:5][C:4]=2[N:3]=1. (3) Given the reactants Cl[C:2]1[C:3]([C:16]2[CH:21]=[CH:20][C:19]([F:22])=[CH:18][CH:17]=2)=[N:4][C:5]2[C:10]([N:11]=1)=[CH:9][C:8]([C:12]([O:14][CH3:15])=[O:13])=[CH:7][CH:6]=2.[NH:23]1[CH2:28][CH:27]=[C:26]([C:29]2[CH:34]=[CH:33][CH:32]=[CH:31][N:30]=2)[CH2:25][CH2:24]1.CCN(C(C)C)C(C)C, predict the reaction product. The product is: [F:22][C:19]1[CH:20]=[CH:21][C:16]([C:3]2[C:2]([N:23]3[CH2:28][CH2:27][C:26]([C:29]4[CH:34]=[CH:33][CH:32]=[CH:31][N:30]=4)=[CH:25][CH2:24]3)=[N:11][C:10]3[C:5](=[CH:6][CH:7]=[C:8]([C:12]([O:14][CH3:15])=[O:13])[CH:9]=3)[N:4]=2)=[CH:17][CH:18]=1. (4) Given the reactants [Cl:1][C:2]1[C:3](Cl)=[N:4][C:5]([O:10][CH2:11][CH2:12][CH2:13][C:14](=[O:16])[CH3:15])=[C:6]([CH:9]=1)[C:7]#[N:8].[B:18]1([OH:28])[C:22]2[CH:23]=[CH:24][C:25]([OH:27])=[CH:26][C:21]=2[CH2:20][O:19]1.C([O-])([O-])=O.[Cs+].[Cs+], predict the reaction product. The product is: [Cl:1][C:2]1[C:3]([O:27][C:25]2[CH:24]=[CH:23][C:22]3[B:18]([OH:28])[O:19][CH2:20][C:21]=3[CH:26]=2)=[N:4][C:5]([O:10][CH2:11][CH2:12][CH2:13][C:14](=[O:16])[CH3:15])=[C:6]([CH:9]=1)[C:7]#[N:8]. (5) Given the reactants [CH:1]12[NH:8][CH:5]([CH2:6][CH2:7]1)[CH2:4][CH2:3][CH2:2]2.N1C=CC=CC=1.[Cl:15][C:16](Cl)([O:18]C(=O)OC(Cl)(Cl)Cl)Cl, predict the reaction product. The product is: [CH:5]12[N:8]([C:16]([Cl:15])=[O:18])[CH:1]([CH2:7][CH2:6]1)[CH2:2][CH2:3][CH2:4]2.